From a dataset of Catalyst prediction with 721,799 reactions and 888 catalyst types from USPTO. Predict which catalyst facilitates the given reaction. (1) Product: [Cl:22][C:20]1[N:19]=[CH:18][N:17]=[C:16]([CH:8]([NH2:7])[CH2:9][C:10]2[CH:11]=[CH:12][CH:13]=[CH:14][CH:15]=2)[CH:21]=1. The catalyst class is: 2. Reactant: C(OC(=O)[NH:7][CH:8]([C:16]1[CH:21]=[C:20]([Cl:22])[N:19]=[CH:18][N:17]=1)[CH2:9][C:10]1[CH:15]=[CH:14][CH:13]=[CH:12][CH:11]=1)(C)(C)C.P(Cl)(Cl)(Cl)=O. (2) Reactant: [C:1]([Cl:4])(=[O:3])C.[CH2:5]([O:7][C:8](=[O:20])[C:9]1[CH:14]=[CH:13][C:12](OCS(C)=O)=[CH:11][CH:10]=1)[CH3:6]. Product: [CH2:5]([O:7][C:8](=[O:20])[C:9]1[CH:14]=[CH:13][C:12]([O:3][CH2:1][Cl:4])=[CH:11][CH:10]=1)[CH3:6]. The catalyst class is: 2. (3) Reactant: [C:1]([CH2:3][C:4]([N:6]1[CH2:10][CH2:9][CH2:8][C@@H:7]1[CH2:11][N:12]1[C:16]2[CH:17]=[CH:18][C:19]([CH2:21][OH:22])=[CH:20][C:15]=2[N:14]=[C:13]1[NH:23][C:24]([C:26]1[S:27][C:28]([CH:31]([F:33])[F:32])=[CH:29][CH:30]=1)=[O:25])=[O:5])#[N:2].CC(OI1(OC(C)=O)(OC(C)=O)OC(=O)C2C=CC=CC1=2)=O. Product: [C:1]([CH2:3][C:4]([N:6]1[CH2:10][CH2:9][CH2:8][C@@H:7]1[CH2:11][N:12]1[C:16]2[CH:17]=[CH:18][C:19]([CH:21]=[O:22])=[CH:20][C:15]=2[N:14]=[C:13]1[NH:23][C:24]([C:26]1[S:27][C:28]([CH:31]([F:32])[F:33])=[CH:29][CH:30]=1)=[O:25])=[O:5])#[N:2]. The catalyst class is: 2.